This data is from CYP2C19 inhibition data for predicting drug metabolism from PubChem BioAssay. The task is: Regression/Classification. Given a drug SMILES string, predict its absorption, distribution, metabolism, or excretion properties. Task type varies by dataset: regression for continuous measurements (e.g., permeability, clearance, half-life) or binary classification for categorical outcomes (e.g., BBB penetration, CYP inhibition). Dataset: cyp2c19_veith. (1) The drug is O=C(O)CN1CCN(CC(=O)O)CC(=O)O[Hg]OC(=O)C1. The result is 1 (inhibitor). (2) The compound is Nc1ccc(Nc2ccccc2)cc1. The result is 1 (inhibitor). (3) The molecule is COCCN1CN=C(Nc2nc3ccccc3o2)NC1. The result is 0 (non-inhibitor). (4) The result is 1 (inhibitor). The drug is Cc1cc(C)n2nc(-c3sccc3-n3cccc3)cc2n1. (5) The molecule is COC(=O)CCSc1cc([N+](=O)[O-])cc2c1c(C1OCCS1)nn2-c1ccccc1. The result is 1 (inhibitor).